From a dataset of Retrosynthesis with 50K atom-mapped reactions and 10 reaction types from USPTO. Predict the reactants needed to synthesize the given product. Given the product CCc1oc(C=Cc2ccccc2)nc1CO, predict the reactants needed to synthesize it. The reactants are: CCc1oc(C=Cc2ccccc2)nc1C(=O)O.